Predict the reactants needed to synthesize the given product. From a dataset of Full USPTO retrosynthesis dataset with 1.9M reactions from patents (1976-2016). (1) Given the product [Cl:19][C:5]1[C:6]([NH:8][C@@H:9]2[C@@H:14]3[CH2:15][C@@H:11]([CH:12]=[CH:13]3)[C@@H:10]2[C:16]([NH2:18])=[O:17])=[N:7][C:2]([NH:20][C:21]2[C:35]([O:36][CH3:37])=[CH:34][C:24]3[CH2:25][CH2:26][N:27]([CH2:30][CH:31]([OH:33])[CH3:32])[CH2:28][CH2:29][C:23]=3[CH:22]=2)=[N:3][CH:4]=1, predict the reactants needed to synthesize it. The reactants are: Cl[C:2]1[N:7]=[C:6]([NH:8][C@@H:9]2[C@@H:14]3[CH2:15][C@@H:11]([CH:12]=[CH:13]3)[C@@H:10]2[C:16]([NH2:18])=[O:17])[C:5]([Cl:19])=[CH:4][N:3]=1.[NH2:20][C:21]1[C:35]([O:36][CH3:37])=[CH:34][C:24]2[CH2:25][CH2:26][N:27]([CH2:30][CH:31]([OH:33])[CH3:32])[CH2:28][CH2:29][C:23]=2[CH:22]=1. (2) Given the product [F:23][C:17]1[C:18]([F:22])=[CH:19][CH:20]=[CH:21][C:16]=1[C@H:13]1[CH:12]([CH2:24][OH:25])[NH:11][C:10](=[O:26])[C@H:9]([NH:8][C:28]([N:55]2[CH2:56][CH2:57][CH:52]([N:44]3[C:45]4[C:46](=[N:47][CH:48]=[CH:49][CH:50]=4)[NH:51][C:43]3=[O:42])[CH2:53][CH2:54]2)=[O:29])[CH2:15][CH2:14]1, predict the reactants needed to synthesize it. The reactants are: C(N(CC)CC)C.[NH2:8][C@@H:9]1[CH2:15][CH2:14][C@@H:13]([C:16]2[CH:21]=[CH:20][CH:19]=[C:18]([F:22])[C:17]=2[F:23])[CH:12]([CH2:24][OH:25])[NH:11][C:10]1=[O:26].Cl[C:28](OC1C=CC([N+]([O-])=O)=CC=1)=[O:29].Cl.Cl.[O:42]=[C:43]1[NH:51][C:46]2=[N:47][CH:48]=[CH:49][CH:50]=[C:45]2[N:44]1[CH:52]1[CH2:57][CH2:56][NH:55][CH2:54][CH2:53]1. (3) Given the product [F:30][C:2]1([F:1])[CH2:7][CH2:6][N:5]([C:8]([C:10]2[N:11]([C:36]3[CH:37]=[CH:38][C:33]([C:32]([F:43])([F:42])[F:31])=[CH:34][CH:35]=3)[C:12]3[C:17]([CH:18]=2)=[CH:16][C:15]([C:19]([N:21]2[CH2:26][CH2:25][CH:24]([N:27]([CH3:28])[CH3:29])[CH2:23][CH2:22]2)=[O:20])=[CH:14][CH:13]=3)=[O:9])[CH2:4][CH2:3]1, predict the reactants needed to synthesize it. The reactants are: [F:1][C:2]1([F:30])[CH2:7][CH2:6][N:5]([C:8]([C:10]2[NH:11][C:12]3[C:17]([CH:18]=2)=[CH:16][C:15]([C:19]([N:21]2[CH2:26][CH2:25][CH:24]([N:27]([CH3:29])[CH3:28])[CH2:23][CH2:22]2)=[O:20])=[CH:14][CH:13]=3)=[O:9])[CH2:4][CH2:3]1.[F:31][C:32]([F:43])([F:42])[C:33]1[CH:38]=[CH:37][C:36](B(O)O)=[CH:35][CH:34]=1.N1C=CC=CC=1. (4) Given the product [Cl:12][C:13]1[CH:14]=[C:15]([C:16]([N:7]2[C:6]3[CH:11]=[C:2]([CH3:1])[CH:3]=[CH:4][C:5]=3[O:10][CH2:9][CH2:8]2)=[O:17])[CH:19]=[C:20]([Cl:23])[C:21]=1[OH:22], predict the reactants needed to synthesize it. The reactants are: [CH3:1][C:2]1[CH:3]=[CH:4][C:5]2[O:10][CH2:9][CH2:8][NH:7][C:6]=2[CH:11]=1.[Cl:12][C:13]1[CH:14]=[C:15]([CH:19]=[C:20]([Cl:23])[C:21]=1[OH:22])[C:16](Cl)=[O:17].